This data is from Full USPTO retrosynthesis dataset with 1.9M reactions from patents (1976-2016). The task is: Predict the reactants needed to synthesize the given product. Given the product [CH3:3][S:4]([C:5]1[C:6]([N:27]2[CH2:32][CH2:31][O:30][CH2:29][CH2:28]2)=[N:7][C:8]([C:11]2[CH:12]=[CH:13][C:14]([NH:17][C:18](=[O:26])[O:19][C:20]3[CH:21]=[CH:22][CH:23]=[CH:24][CH:25]=3)=[CH:15][CH:16]=2)=[N:9][CH:10]=1)=[O:35], predict the reactants needed to synthesize it. The reactants are: OO.[CH3:3][S:4][C:5]1[C:6]([N:27]2[CH2:32][CH2:31][O:30][CH2:29][CH2:28]2)=[N:7][C:8]([C:11]2[CH:16]=[CH:15][C:14]([NH:17][C:18](=[O:26])[O:19][C:20]3[CH:25]=[CH:24][CH:23]=[CH:22][CH:21]=3)=[CH:13][CH:12]=2)=[N:9][CH:10]=1.CC(OC(C)=O)=[O:35].